This data is from Reaction yield outcomes from USPTO patents with 853,638 reactions. The task is: Predict the reaction yield, written as a fraction of the theoretical maximum amount of product (1.0 means a 100% yield; for example, 0.34 means a 34% yield). (1) The reactants are Cl.[NH2:2][C:3]1[C:11]([OH:12])=[C:10]2[C:6]([CH2:7][CH2:8][CH:9]2[CH2:13][CH2:14][NH:15][C:16](=[O:18])[CH3:17])=[CH:5][CH:4]=1.[C:19](=S)(OCC)[S-:20].[K+]. The catalyst is N1C=CC=CC=1.C(OCC)(=O)C. The product is [SH:20][C:19]1[O:12][C:11]2[C:10]3[CH:9]([CH2:13][CH2:14][NH:15][C:16](=[O:18])[CH3:17])[CH2:8][CH2:7][C:6]=3[CH:5]=[CH:4][C:3]=2[N:2]=1. The yield is 0.640. (2) The reactants are [NH2:1][C:2]1[C:11]2[C:6](=[CH:7][CH:8]=[CH:9][CH:10]=2)[CH:5]=[CH:4][C:3]=1[C:12]([OH:21])([C:17]([F:20])([F:19])[F:18])[C:13]([F:16])([F:15])[F:14].[CH3:22][CH:23]([CH3:29])[CH2:24][CH2:25][C:26](Cl)=[O:27]. No catalyst specified. The product is [F:20][C:17]([F:18])([F:19])[C:12]([C:3]1[CH:4]=[CH:5][C:6]2[C:11](=[CH:10][CH:9]=[CH:8][CH:7]=2)[C:2]=1[NH:1][C:26](=[O:27])[CH2:25][CH2:24][CH:23]([CH3:29])[CH3:22])([OH:21])[C:13]([F:14])([F:15])[F:16]. The yield is 0.100. (3) The reactants are [C:1]([NH:8][C@@H:9]([CH2:13][C:14]1[CH:21]=[C:19]([OH:20])[C:17]([OH:18])=[CH:16][CH:15]=1)[C:10]([OH:12])=[O:11])([O:3][C:4]([CH3:7])([CH3:6])[CH3:5])=[O:2].[OH-].[CH2:23]([N+:27]([CH2:36][CH2:37][CH2:38][CH3:39])([CH2:32][CH2:33][CH2:34][CH3:35])[CH2:28][CH2:29][CH2:30][CH3:31])[CH2:24][CH2:25][CH3:26]. The catalyst is CO. The product is [CH2:36]([N+:27]([CH2:23][CH2:24][CH2:25][CH3:26])([CH2:28][CH2:29][CH2:30][CH3:31])[CH2:32][CH2:33][CH2:34][CH3:35])[CH2:37][CH2:38][CH3:39].[OH:20][C:19]1[CH:21]=[C:14]([CH2:13][C@H:9]([NH:8][C:1]([O:3][C:4]([CH3:7])([CH3:6])[CH3:5])=[O:2])[C:10]([O-:12])=[O:11])[CH:15]=[CH:16][C:17]=1[OH:18]. The yield is 0.830. (4) The yield is 0.970. The catalyst is C1COCC1. The product is [F:37][CH:2]([F:1])[C:3]1[N:7]([C:8]2[N:13]=[C:12]([N:14]3[CH2:15][CH2:16][O:17][CH2:18][CH2:19]3)[N:11]=[C:10]([N:20]3[CH2:21][CH2:22][N:23]([S:26]([CH2:29][CH2:30][N:38]4[CH2:43][CH2:42][O:41][CH2:40][CH2:39]4)(=[O:28])=[O:27])[CH2:24][CH2:25]3)[N:9]=2)[C:6]2[CH:31]=[CH:32][CH:33]=[C:34]([O:35][CH3:36])[C:5]=2[N:4]=1. The reactants are [F:1][CH:2]([F:37])[C:3]1[N:7]([C:8]2[N:13]=[C:12]([N:14]3[CH2:19][CH2:18][O:17][CH2:16][CH2:15]3)[N:11]=[C:10]([N:20]3[CH2:25][CH2:24][N:23]([S:26]([CH:29]=[CH2:30])(=[O:28])=[O:27])[CH2:22][CH2:21]3)[N:9]=2)[C:6]2[CH:31]=[CH:32][CH:33]=[C:34]([O:35][CH3:36])[C:5]=2[N:4]=1.[NH:38]1[CH2:43][CH2:42][O:41][CH2:40][CH2:39]1. (5) The reactants are Cl[C:2]1[N:7]=[N:6][C:5]([O:8][CH2:9][C:10]([N:12]([CH:14]2[CH2:19][CH2:18][N:17]([C:20]([CH:22]3[CH2:24][CH2:23]3)=[O:21])[CH2:16][CH2:15]2)[CH3:13])=[O:11])=[CH:4][CH:3]=1.[CH3:25][NH:26][CH3:27].O1CCCC1.[I-].[K+].C(N(CC)CC)C. The catalyst is C(O)CCC. The product is [CH:22]1([C:20]([N:17]2[CH2:18][CH2:19][CH:14]([N:12]([CH3:13])[C:10](=[O:11])[CH2:9][O:8][C:5]3[N:6]=[N:7][C:2]([N:26]([CH3:27])[CH3:25])=[CH:3][CH:4]=3)[CH2:15][CH2:16]2)=[O:21])[CH2:24][CH2:23]1. The yield is 0.190.